Dataset: Peptide-MHC class I binding affinity with 185,985 pairs from IEDB/IMGT. Task: Regression. Given a peptide amino acid sequence and an MHC pseudo amino acid sequence, predict their binding affinity value. This is MHC class I binding data. The peptide sequence is KLGDQFGRK. The MHC is HLA-A01:01 with pseudo-sequence HLA-A01:01. The binding affinity (normalized) is 0.0847.